Dataset: Forward reaction prediction with 1.9M reactions from USPTO patents (1976-2016). Task: Predict the product of the given reaction. (1) Given the reactants [Br:1][C:2]1[N:3]=[CH:4][NH:5][C:6]=1[C:7]([O:9]C)=[O:8].[OH-].[Na+].Cl, predict the reaction product. The product is: [Br:1][C:2]1[N:3]=[CH:4][NH:5][C:6]=1[C:7]([OH:9])=[O:8]. (2) Given the reactants [C:1]([O:5][C:6](=[O:24])[CH2:7][CH2:8][CH2:9][CH2:10][CH2:11][CH2:12][CH2:13][CH2:14][CH2:15][CH2:16][CH2:17][CH2:18][CH2:19][CH2:20][C:21]([OH:23])=[O:22])([CH3:4])([CH3:3])[CH3:2].N1C=CC=CC=1.FC(F)(F)C(O[C:36]1[C:41]([F:42])=[C:40]([F:43])[C:39]([F:44])=[C:38]([F:45])[C:37]=1[F:46])=O.C(O)(=O)CC(CC(O)=O)(C(O)=O)O, predict the reaction product. The product is: [C:6]([O:5][C:1]([CH3:4])([CH3:2])[CH3:3])(=[O:24])[CH2:7][CH2:8][CH2:9][CH2:10][CH2:11][CH2:12][CH2:13][CH2:14][CH2:15][CH2:16][CH2:17][CH2:18][CH2:19][CH2:20][C:21]([O:23][C:36]1[C:37]([F:46])=[C:38]([F:45])[C:39]([F:44])=[C:40]([F:43])[C:41]=1[F:42])=[O:22]. (3) Given the reactants CC1C=CC(S(O[CH2:12][C@@H:13]2[O:22][C:21]3[C:16](=[CH:17][CH:18]=[C:19]4[NH:25][C:24]([CH2:26][CH3:27])=[N:23][C:20]4=3)[O:15][CH2:14]2)(=O)=O)=CC=1.[NH:28]1[CH2:33][CH:32]=[C:31]([C:34]2[C:42]3[C:37](=[CH:38][CH:39]=[CH:40][CH:41]=3)[NH:36][CH:35]=2)[CH2:30][CH2:29]1, predict the reaction product. The product is: [NH:36]1[C:37]2[C:42](=[CH:41][CH:40]=[CH:39][CH:38]=2)[C:34]([C:31]2[CH2:32][CH2:33][N:28]([CH2:12][CH:13]3[O:22][C:21]4[C:16](=[CH:17][CH:18]=[C:19]5[NH:25][C:24]([CH2:26][CH3:27])=[N:23][C:20]5=4)[O:15][CH2:14]3)[CH2:29][CH:30]=2)=[CH:35]1. (4) Given the reactants [NH2:1][C:2]1[CH:19]=[CH:18][C:5]([O:6][CH2:7][CH2:8][CH2:9][O:10][C:11]2[CH:17]=[CH:16][C:14]([NH2:15])=[CH:13][CH:12]=2)=[CH:4][CH:3]=1.[S:20](O[S:20]([C:23]([F:26])([F:25])[F:24])(=[O:22])=[O:21])([C:23]([F:26])([F:25])[F:24])(=[O:22])=[O:21].C(=O)(O)[O-].[Na+], predict the reaction product. The product is: [F:24][C:23]([F:26])([F:25])[S:20]([NH:15][C:14]1[CH:13]=[CH:12][C:11]([O:10][CH2:9][CH2:8][CH2:7][O:6][C:5]2[CH:4]=[CH:3][C:2]([NH:1][S:20]([C:23]([F:24])([F:25])[F:26])(=[O:21])=[O:22])=[CH:19][CH:18]=2)=[CH:17][CH:16]=1)(=[O:22])=[O:21]. (5) The product is: [Cl:14][C:15]1[CH:16]=[C:17]([CH:21]=[CH:22][CH:23]=1)[C:18]([N:12]=[C:10]1[N:9]([CH:25]([CH2:30][CH3:31])[C:26]([OH:28])=[O:27])[C:8]2[CH:13]=[C:4]([O:3][CH2:1][CH3:2])[CH:5]=[CH:6][C:7]=2[S:11]1)=[O:19]. Given the reactants [CH2:1]([O:3][C:4]1[CH:5]=[CH:6][C:7]2[S:11][C:10]([NH2:12])=[N:9][C:8]=2[CH:13]=1)[CH3:2].[Cl:14][C:15]1[CH:16]=[C:17]([CH:21]=[CH:22][CH:23]=1)[C:18](Cl)=[O:19].Br[CH:25]([CH2:30][CH3:31])[C:26]([O:28]C)=[O:27].FC1C2N=C(N)SC=2C=C(F)C=1.C1(C)C=CC(C(Cl)=O)=CC=1.BrCC(OCC)=O, predict the reaction product. (6) Given the reactants [S:1]1[CH2:6][CH:5]=[C:4]([C:7]2[NH:24][C:10]3[N:11]=[CH:12][N:13]=[C:14]([C:15]4[C:16]([CH3:23])=[C:17]([NH2:22])[CH:18]=[C:19]([F:21])[CH:20]=4)[C:9]=3[CH:8]=2)[CH2:3][CH2:2]1.CN(C)[C:27]1[CH:35]=[CH:34][C:30]([C:31](Cl)=[O:32])=[CH:29][CH:28]=1.[C:37](C1C=CC=CC=1C(Cl)=O)([CH3:40])([CH3:39])[CH3:38], predict the reaction product. The product is: [C:37]([C:27]1[CH:35]=[CH:34][C:30]([C:31]([NH:22][C:17]2[CH:18]=[C:19]([F:21])[CH:20]=[C:15]([C:14]3[C:9]4[CH:8]=[C:7]([C:4]5[CH2:5][CH2:6][S:1][CH2:2][CH:3]=5)[NH:24][C:10]=4[N:11]=[CH:12][N:13]=3)[C:16]=2[CH3:23])=[O:32])=[CH:29][CH:28]=1)([CH3:40])([CH3:39])[CH3:38].